From a dataset of Forward reaction prediction with 1.9M reactions from USPTO patents (1976-2016). Predict the product of the given reaction. (1) Given the reactants C(OC([N:8]1[CH2:13][CH2:12][CH:11]([O:14][C:15]2[CH:20]=[CH:19][C:18]([O:21][C:22]([F:25])([F:24])[F:23])=[CH:17][CH:16]=2)[CH2:10][CH2:9]1)=O)(C)(C)C.Cl, predict the reaction product. The product is: [F:25][C:22]([F:23])([F:24])[O:21][C:18]1[CH:19]=[CH:20][C:15]([O:14][CH:11]2[CH2:10][CH2:9][NH:8][CH2:13][CH2:12]2)=[CH:16][CH:17]=1. (2) Given the reactants C([N:8]1[CH2:13][CH2:12][C:11]2[C:14]3[CH:20]=[CH:19][CH:18]=[CH:17][C:15]=3[O:16][C:10]=2[CH2:9]1)C1C=CC=CC=1.Cl[C:22]([O:24][CH3:25])=[O:23], predict the reaction product. The product is: [CH2:9]1[C:10]2[O:16][C:15]3[CH:17]=[CH:18][CH:19]=[CH:20][C:14]=3[C:11]=2[CH2:12][CH2:13][N:8]1[C:22]([O:24][CH3:25])=[O:23]. (3) Given the reactants [C:1]1([CH2:7][CH2:8][CH:9]2[C:18]3[C:13](=[CH:14][C:15]([O:21][CH3:22])=[C:16]([O:19][CH3:20])[CH:17]=3)[CH2:12][CH2:11][NH:10]2)[CH:6]=[CH:5][CH:4]=[CH:3][CH:2]=1.Br[CH2:24][C:25](Br)=[O:26].[F:28][C:29]1[CH:36]=[CH:35][CH:34]=[CH:33][C:30]=1[CH2:31][NH2:32], predict the reaction product. The product is: [C:1]1([CH2:7][CH2:8][CH:9]2[C:18]3[C:13](=[CH:14][C:15]([O:21][CH3:22])=[C:16]([O:19][CH3:20])[CH:17]=3)[CH2:12][CH2:11][N:10]2[CH2:24][C:25]([NH:32][CH2:31][C:30]2[CH:33]=[CH:34][CH:35]=[CH:36][C:29]=2[F:28])=[O:26])[CH:2]=[CH:3][CH:4]=[CH:5][CH:6]=1. (4) Given the reactants [O:1]=[C:2]([C:8]1[CH:13]=[CH:12][C:11]([C:14]([F:17])([F:16])[F:15])=[CH:10][CH:9]=1)[C:3]([O:5][CH2:6][CH3:7])=[O:4].[BH4-].[Na+], predict the reaction product. The product is: [CH2:6]([O:5][C:3](=[O:4])[CH:2]([OH:1])[C:8]1[CH:9]=[CH:10][C:11]([C:14]([F:15])([F:16])[F:17])=[CH:12][CH:13]=1)[CH3:7]. (5) The product is: [CH:28]1([C:15]2[CH:16]=[C:17]([O:18][CH:19]([CH3:25])[CH2:20][N:22]([CH3:24])[CH3:23])[CH:26]=[CH:27][C:14]=2[C:12]2[N:13]=[C:8]([NH2:7])[CH:9]=[CH:10][CH:11]=2)[CH2:31][CH2:30][CH2:29]1. Given the reactants [H-].[Al+3].[Li+].[H-].[H-].[H-].[NH2:7][C:8]1[N:13]=[C:12]([C:14]2[CH:27]=[CH:26][C:17]([O:18][CH:19]([CH3:25])[C:20]([N:22]([CH3:24])[CH3:23])=O)=[CH:16][C:15]=2[CH:28]2[CH2:31][CH2:30][CH2:29]2)[CH:11]=[CH:10][CH:9]=1, predict the reaction product. (6) Given the reactants C[O:2][C:3](=[O:20])[CH2:4][NH:5][C:6]([C:8]1[CH:13]=[CH:12][C:11]([C:14]2[CH:19]=[CH:18][CH:17]=CC=2)=[CH:10][CH:9]=1)=[O:7].[OH-].[Na+].Cl.CO, predict the reaction product. The product is: [CH:13]1[C:12]2[C:11](=[CH:14][CH:19]=[CH:18][CH:17]=2)[CH:10]=[CH:9][C:8]=1[C:6]([NH:5][CH2:4][C:3]([OH:2])=[O:20])=[O:7]. (7) Given the reactants [CH3:1][O:2][C:3](=[O:9])[CH2:4][C:5](=[O:8])[CH2:6][CH3:7].[H][H], predict the reaction product. The product is: [CH3:1][O:2][C:3](=[O:9])[CH2:4][CH:5]([OH:8])[CH2:6][CH3:7]. (8) Given the reactants P12(SP3(SP(SP(S3)(S1)=S)(=S)S2)=S)=[S:2].O.C(OCC)C.Cl[CH:22]1[C:27](=O)[CH2:26][CH2:25][N:24]([C:29]([O:31][CH2:32][CH3:33])=[O:30])[CH2:23]1.[CH:34]([NH2:36])=O, predict the reaction product. The product is: [N:36]1[C:27]2[CH2:26][CH2:25][N:24]([C:29]([O:31][CH2:32][CH3:33])=[O:30])[CH2:23][C:22]=2[S:2][CH:34]=1. (9) Given the reactants C[O:2][C:3](=[O:33])[C:4]1[CH:9]=[CH:8][C:7]([C:10]([N:12]2[C:21]3[C:16](=[CH:17][CH:18]=[CH:19][CH:20]=3)[CH:15]([N:22]([C:29](=[O:31])[CH3:30])[C:23]3[CH:28]=[CH:27][CH:26]=[CH:25][CH:24]=3)[CH2:14][CH:13]2[CH3:32])=[O:11])=[CH:6][CH:5]=1.[Li].O, predict the reaction product. The product is: [C:29]([N:22]([C:23]1[CH:24]=[CH:25][CH:26]=[CH:27][CH:28]=1)[C@H:15]1[C:16]2[C:21](=[CH:20][CH:19]=[CH:18][CH:17]=2)[N:12]([C:10]([C:7]2[CH:6]=[CH:5][C:4]([C:3]([OH:33])=[O:2])=[CH:9][CH:8]=2)=[O:11])[C@@H:13]([CH3:32])[CH2:14]1)(=[O:31])[CH3:30].